This data is from NCI-60 drug combinations with 297,098 pairs across 59 cell lines. The task is: Regression. Given two drug SMILES strings and cell line genomic features, predict the synergy score measuring deviation from expected non-interaction effect. (1) Drug 1: CC1CCC2CC(C(=CC=CC=CC(CC(C(=O)C(C(C(=CC(C(=O)CC(OC(=O)C3CCCCN3C(=O)C(=O)C1(O2)O)C(C)CC4CCC(C(C4)OC)OCCO)C)C)O)OC)C)C)C)OC. Drug 2: C1=NC2=C(N1)C(=S)N=CN2. Cell line: OVCAR-8. Synergy scores: CSS=41.3, Synergy_ZIP=-6.69, Synergy_Bliss=-0.0456, Synergy_Loewe=1.27, Synergy_HSA=1.64. (2) Drug 1: CN1C2=C(C=C(C=C2)N(CCCl)CCCl)N=C1CCCC(=O)O.Cl. Drug 2: CC(C)CN1C=NC2=C1C3=CC=CC=C3N=C2N. Cell line: HS 578T. Synergy scores: CSS=5.14, Synergy_ZIP=3.86, Synergy_Bliss=5.15, Synergy_Loewe=3.74, Synergy_HSA=2.12. (3) Drug 1: CN(C)C1=NC(=NC(=N1)N(C)C)N(C)C. Drug 2: CCC1(C2=C(COC1=O)C(=O)N3CC4=CC5=C(C=CC(=C5CN(C)C)O)N=C4C3=C2)O.Cl. Cell line: NCIH23. Synergy scores: CSS=3.62, Synergy_ZIP=-4.70, Synergy_Bliss=4.34, Synergy_Loewe=-17.8, Synergy_HSA=4.00.